This data is from NCI-60 drug combinations with 297,098 pairs across 59 cell lines. The task is: Regression. Given two drug SMILES strings and cell line genomic features, predict the synergy score measuring deviation from expected non-interaction effect. Drug 1: CCC1=CC2CC(C3=C(CN(C2)C1)C4=CC=CC=C4N3)(C5=C(C=C6C(=C5)C78CCN9C7C(C=CC9)(C(C(C8N6C)(C(=O)OC)O)OC(=O)C)CC)OC)C(=O)OC.C(C(C(=O)O)O)(C(=O)O)O. Drug 2: COC1=NC(=NC2=C1N=CN2C3C(C(C(O3)CO)O)O)N. Cell line: OVCAR3. Synergy scores: CSS=62.5, Synergy_ZIP=0.734, Synergy_Bliss=3.32, Synergy_Loewe=-56.9, Synergy_HSA=0.149.